This data is from Forward reaction prediction with 1.9M reactions from USPTO patents (1976-2016). The task is: Predict the product of the given reaction. (1) Given the reactants [C:1]([C:3]1[CH:8]=[CH:7][C:6]([N:9]=[C:10]=[O:11])=[CH:5][C:4]=1[O:12][CH3:13])#[N:2].[NH2:14][C:15]([C:21]1[CH:26]=[CH:25][C:24]([OH:27])=[CH:23][CH:22]=1)([CH3:20])[C:16](OC)=[O:17], predict the reaction product. The product is: [OH:27][C:24]1[CH:23]=[CH:22][C:21]([C:15]2([CH3:20])[C:16](=[O:17])[N:9]([C:6]3[CH:7]=[CH:8][C:3]([C:1]#[N:2])=[C:4]([O:12][CH3:13])[CH:5]=3)[C:10](=[O:11])[NH:14]2)=[CH:26][CH:25]=1. (2) Given the reactants C([O:3][C:4](=[O:40])[C:5]([CH3:39])([O:7][C:8]1[CH:13]=[CH:12][C:11]([CH2:14][N:15]([C:22]2[S:26][C:25]([C:27]3[CH:32]=[CH:31][C:30]([C:33]([F:36])([F:35])[F:34])=[CH:29][CH:28]=3)=[N:24][C:23]=2[CH3:37])[CH2:16][C:17]2[O:18][CH:19]=[CH:20][CH:21]=2)=[CH:10][C:9]=1[CH3:38])[CH3:6])C.[OH-].[Na+], predict the reaction product. The product is: [CH3:39][C:5]([O:7][C:8]1[CH:13]=[CH:12][C:11]([CH2:14][N:15]([C:22]2[S:26][C:25]([C:27]3[CH:28]=[CH:29][C:30]([C:33]([F:35])([F:36])[F:34])=[CH:31][CH:32]=3)=[N:24][C:23]=2[CH3:37])[CH2:16][C:17]2[O:18][CH:19]=[CH:20][CH:21]=2)=[CH:10][C:9]=1[CH3:38])([CH3:6])[C:4]([OH:40])=[O:3].